Task: Binary Classification. Given a miRNA mature sequence and a target amino acid sequence, predict their likelihood of interaction.. Dataset: Experimentally validated miRNA-target interactions with 360,000+ pairs, plus equal number of negative samples (1) The miRNA is hsa-miR-4748 with sequence GAGGUUUGGGGAGGAUUUGCU. The protein sequence of the target gene is MNTSGDPAQTGPEGCRGTMSAEEDARWLRWVTQQFKTIAGEDGEISLQEFKAALHVKESFFAERFFALFDSDRSGTITLQELQEALTLLIHGSPMDKLKFLFQVYDIDVCARQGASAGTEWGAGAGPHWASSPLGTGSGSIDPDELRTVLQSCLRESAISLPDEKLDQLTLALFESADADGNGAITFEELRDELQRFPGVMENLTISAAHWLTAPAPRPRPRRPRQLTRAYWHNHRSQLFCLATYAGLHVLLFGLAASAHRDLGASVMVAKGCGQCLNFDCSFIAVLMLRRCLTWLRATW.... Result: 1 (interaction). (2) The miRNA is hsa-miR-4796-5p with sequence UGUCUAUACUCUGUCACUUUAC. The protein sequence of the target gene is MAYAYLFKYIIIGDTGVGKSCLLLQFTDKRFQPVHDLTIGVEFGARMITIDGKQIKLQIWDTAGQESFRSITRSYYRGAAGALLVYDITRRDTFNHLTTWLEDARQHSNSNMVIMLIGNKSDLESRREVKKEEGEAFAREHGLIFMETSAKTASNVEEAFINTAKEIYEKIQEGVFDINNEANGIKIGPQHAATNATHAGNQGGQQAGGGCC. Result: 0 (no interaction). (3) The miRNA is hsa-miR-4539 with sequence GCUGAACUGGGCUGAGCUGGGC. The protein sequence of the target gene is MLVLGLLVAGAADGCELVPRHLRGRRATGSAATAASSPAAAAGDSPALMTDPCMSLSPPCFTEEDRFSLEALQTIHKQMDDDKDGGIEVEESDEFIREDMKYKDATNKHSHLHREDKHITIEDLWKRWKTSEVHNWTLEDTLQWLIEFVELPQYEKNFRDNNVKGTTLPRIAVHEPSFMISQLKISDRSHRQKLQLKALDVVLFGPLTRPPHNWMKDFILTVSIVIGVGGCWFAYTQNKTSKEHVAKMMKDLESLQTAEQSLMDLQERLEKAQEENRNVAVEKQNLERKMMDEINYAKEE.... Result: 0 (no interaction). (4) The miRNA is mmu-miR-466n-5p with sequence GUGUGUGCGUACAUGUACAUGU. The protein sequence of the target gene is MASAGSGMEEVRVSVLTPLKLVGLVCIFLALCLDLGAVLSPAWVTADHQYYLSLWESCRKPANLDIWHCESTLGSDWQIATLALLLGGAAIILIAFLVGLISICVGSRRRFYRPVAVMLFAAVVLQVCSLVLYPIKFIETVSLKIYHEFNWGYGLAWGATIFSFGGAILYCLNPKNYEDYY. Result: 1 (interaction). (5) The miRNA is hsa-miR-337-5p with sequence GAACGGCUUCAUACAGGAGUU. The protein sequence of the target gene is MQRTKEAVKASDGNLLGDPGRIPLSKRESIKWQRPRFTRQALMRCCLIKWILSSAAPQGSDSSDSELELSTVRHQPEGLDQLQAQTKFTKKELQSLYRGFKNECPTGLVDEDTFKLIYSQFFPQGDATTYAHFLFNAFDADGNGAIHFEDFVVGLSILLRGTVHEKLKWAFNLYDINKDGCITKEEMLAIMKSIYDMMGRHTYPILREDAPLEHVERFFQKMDRNQDGVVTIDEFLETCQKDENIMNSMQLFENVI. Result: 0 (no interaction). (6) The miRNA is hsa-miR-4325 with sequence UUGCACUUGUCUCAGUGA. The protein sequence of the target gene is MLSESSSFLKGVMLGSIFCALITMLGHIRIGHGNRMHHHEHHHLQAPNKEDILKISEDERMELSKSFRVYCIILVKPKDVSLWAAVKETWTKHCDKAEFFSSENVKVFESINMDTNDMWLMMRKAYKYAFDKYRDQYNWFFLARPTTFAIIENLKYFLLKKDPSQPFYLGHTIKSGDLEYVGMEGGIVLSVESMKRLNSLLNIPEKCPEQGGMIWKISEDKQLAVCLKYAGVFAENAEDADGKDVFNTKSVGLSIKEAMTYHPNQVVEGCCSDMAVTFNGLTPNQMHVMMYGVYRLRAFG.... Result: 1 (interaction). (7) The miRNA is hsa-miR-219a-2-3p with sequence AGAAUUGUGGCUGGACAUCUGU. The protein sequence of the target gene is MCGLQFSLPCLRLFLVVTCYLLLLLHKEILGCSSVCQLCTGRQINCRNLGLSSIPKNFPESTVFLYLTGNNISYINESELTGLHSLVALYLDNSNILYVYPKAFVQLRHLYFLFLNNNFIKRLDPGIFKGLLNLRNLYLQYNQVSFVPRGVFNDLVSVQYLNLQRNRLTVLGSGTFVGMVALRILDLSNNNILRISESGFQHLENLACLYLGSNNLTKVPSNAFEVLKSLRRLSLSHNPIEAIQPFAFKGLANLEYLLLKNSRIRNVTRDGFSGINNLKHLILSHNDLENLNSDTFSLLK.... Result: 0 (no interaction). (8) The miRNA is hsa-miR-6507-5p with sequence GAAGAAUAGGAGGGACUUUGU. The protein sequence of the target gene is MEPRTGDAADPRGSRGGRGPSPLAGPSARQLLARLDARPLAARAAVDVAALVRRAGATLRLRRKEAVSVLDSADIEVTDSRLPHATIVDHRPQHRWLETCNAPPQLIQGKARSAPKPSQASGHFSVELVRGYAGFGLTLGGGRDVAGDTPLAVRGLLKDGPAQRCGRLEVGDLVLHINGESTQGLTHAQAVERIRAGGPQLHLVIRRPLETHPGKPRGVGEPRKGVVPSWPDRSPDPGGPEVTGSRSSSTSLVQHPPSRTTLKKTRGSPEPSPEAAADGPTVSPPERRAEDPNDQIPGSP.... Result: 0 (no interaction). (9) The miRNA is hsa-miR-615-3p with sequence UCCGAGCCUGGGUCUCCCUCUU. The protein sequence of the target gene is MSLPPEKASELKQLIHQQLSKMDVHGRIREILAETIREELAPDQQHLSTEDLIKALRRRGIIDDVMKELNFVTDSVDQELPSSPKQTVGFDKQSTLKKTNVDPTRRYLYLQVLGGKAFLEHLQEPEPLPGQICSTFTLCLHYRNQRFRSKPVPCACEPDFHDGFLLEVHRESLGDGTRMADSTTMLSISDPIHMVLIKTDIFGETTLVASYFLEWRSVLGSENGVTNLTVELMGVGTESKVSVGILNIKLEMYPPLSQTLSQEVVNTQLALERQKTAEKERLFLVYAKQWWREYLQIRPS.... Result: 0 (no interaction).